This data is from Catalyst prediction with 721,799 reactions and 888 catalyst types from USPTO. The task is: Predict which catalyst facilitates the given reaction. (1) Reactant: Br[C:2]1[N:7]=[C:6]2[S:8][C:9]([N:11]=[C:12](SC)SC)=[N:10][C:5]2=[N:4][CH:3]=1.Cl.Cl.[NH2:19][CH2:20][C@@:21]1([OH:29])[CH:26]2[CH2:27][CH2:28][N:23]([CH2:24][CH2:25]2)[CH2:22]1.C(=O)([O-])[O-].[Cs+].[Cs+].[CH3:36][S-:37].[Na+]. Product: [CH3:36][S:37][C:2]1[N:7]=[C:6]2[S:8][C:9]([NH:11][C:12]3[O:29][C@:21]4([CH2:20][N:19]=3)[CH:26]3[CH2:25][CH2:24][N:23]([CH2:28][CH2:27]3)[CH2:22]4)=[N:10][C:5]2=[N:4][CH:3]=1. The catalyst class is: 18. (2) Reactant: [CH2:1]([C:3]1[CH2:7][CH2:6][NH:5][N:4]=1)[CH3:2].[CH2:8]([N:10]=[C:11]=[S:12])[CH3:9]. Product: [CH2:8]([NH:10][C:11]([N:5]1[CH2:6][CH2:7][C:3]([CH2:1][CH3:2])=[N:4]1)=[S:12])[CH3:9]. The catalyst class is: 8. (3) Reactant: [F:1][C:2]1[CH:12]=[CH:11][C:5]([C:6]([N:8]=[C:9]=[O:10])=O)=[CH:4][C:3]=1[C:13]([F:16])([F:15])[F:14].[Cl:17][C:18]1[CH:23]=[CH:22][C:21]([CH2:24][NH:25][C:26](=[O:31])[C:27]([CH3:30])([CH3:29])[CH3:28])=[CH:20][C:19]=1[NH:32][NH:33]C(OC(C)(C)C)=O.FC(F)(F)C(O)=O. Product: [Cl:17][C:18]1[CH:23]=[CH:22][C:21]([CH2:24][NH:25][C:26](=[O:31])[C:27]([CH3:30])([CH3:29])[CH3:28])=[CH:20][C:19]=1[N:32]1[C:9](=[O:10])[NH:8][C:6]([C:5]2[CH:11]=[CH:12][C:2]([F:1])=[C:3]([C:13]([F:16])([F:15])[F:14])[CH:4]=2)=[N:33]1. The catalyst class is: 2. (4) Reactant: [F:1][C:2]1[CH:7]=[CH:6][C:5]([N:8]=[C:9]=[O:10])=[CH:4][C:3]=1[N+:11]([O-:13])=[O:12].[F:14][C:15]([F:24])([F:23])[C:16]1[CH:17]=[C:18]([CH:20]=[CH:21][CH:22]=1)[NH2:19]. Product: [F:1][C:2]1[CH:7]=[CH:6][C:5]([NH:8][C:9]([NH:19][C:18]2[CH:20]=[CH:21][CH:22]=[C:16]([C:15]([F:14])([F:23])[F:24])[CH:17]=2)=[O:10])=[CH:4][C:3]=1[N+:11]([O-:13])=[O:12]. The catalyst class is: 2. (5) Reactant: [Br:1][C:2]1[CH:3]=[C:4]2[C:8](=[CH:9][CH:10]=1)[NH:7][N:6]=[C:5]2[CH3:11].[H-].[Na+].Cl[CH2:15][O:16][CH2:17][C:18]1[CH:23]=[CH:22][CH:21]=[CH:20][CH:19]=1. Product: [CH2:17]([O:16][CH2:15][N:7]1[C:8]2[C:4](=[CH:3][C:2]([Br:1])=[CH:10][CH:9]=2)[C:5]([CH3:11])=[N:6]1)[C:18]1[CH:23]=[CH:22][CH:21]=[CH:20][CH:19]=1. The catalyst class is: 3. (6) Reactant: [CH:1]1([CH2:5][NH:6][C@H:7]2[CH2:11][CH2:10][N:9]([C:12]([O:14][C:15]([CH3:18])([CH3:17])[CH3:16])=[O:13])[CH2:8]2)[CH2:4][CH2:3][CH2:2]1.[F:19][C:20]([F:31])([F:30])[C:21]1[CH:29]=[CH:28][CH:27]=[CH:26][C:22]=1[C:23](Cl)=[O:24].C(N(CC)CC)C. Product: [CH:1]1([CH2:5][N:6]([C:23](=[O:24])[C:22]2[CH:26]=[CH:27][CH:28]=[CH:29][C:21]=2[C:20]([F:19])([F:30])[F:31])[C@H:7]2[CH2:11][CH2:10][N:9]([C:12]([O:14][C:15]([CH3:18])([CH3:17])[CH3:16])=[O:13])[CH2:8]2)[CH2:2][CH2:3][CH2:4]1. The catalyst class is: 11. (7) Reactant: [CH2:1]([O:8][CH2:9][C@@:10]12[CH2:15][C@@H:14]1[CH2:13][O:12][C:11]2=O)[C:2]1[CH:7]=[CH:6][CH:5]=[CH:4][CH:3]=1.C([SiH](CC)CC)C. Product: [CH2:1]([O:8][CH2:9][C@@:10]12[CH2:15][C@@H:14]1[CH2:13][O:12][CH2:11]2)[C:2]1[CH:3]=[CH:4][CH:5]=[CH:6][CH:7]=1. The catalyst class is: 22.